The task is: Predict the product of the given reaction.. This data is from Forward reaction prediction with 1.9M reactions from USPTO patents (1976-2016). Given the reactants [C@H:1]1([NH2:11])[C:9]2[C:4](=[CH:5][CH:6]=[C:7]([NH2:10])[CH:8]=2)[CH2:3][CH2:2]1.C(N(CC)CC)C.[N:19]([CH2:22][C:23]([O:25][CH2:26][CH3:27])=[O:24])=[C:20]=[O:21], predict the reaction product. The product is: [NH2:10][C:7]1[CH:8]=[C:9]2[C:4]([CH2:3][CH2:2][C@H:1]2[NH:11][C:20](=[O:21])[NH:19][CH2:22][C:23]([O:25][CH2:26][CH3:27])=[O:24])=[CH:5][CH:6]=1.